This data is from Forward reaction prediction with 1.9M reactions from USPTO patents (1976-2016). The task is: Predict the product of the given reaction. (1) Given the reactants Cl[C:2]1[N:7]=[CH:6][N:5]=[C:4]([NH:8][C:9]2[CH:14]=[C:13]([O:15][CH3:16])[C:12]([O:17][CH3:18])=[C:11]([O:19][CH3:20])[CH:10]=2)[N:3]=1.[Cl:21][C:22]1[NH:23][C:24]2[CH:30]=[CH:29][CH:28]=[CH:27][C:25]=2[N:26]=1.C([O-])([O-])=O.[K+].[K+], predict the reaction product. The product is: [Cl:21][C:22]1[N:26]([C:2]2[N:7]=[CH:6][N:5]=[C:4]([NH:8][C:9]3[CH:14]=[C:13]([O:15][CH3:16])[C:12]([O:17][CH3:18])=[C:11]([O:19][CH3:20])[CH:10]=3)[N:3]=2)[C:25]2[CH:27]=[CH:28][CH:29]=[CH:30][C:24]=2[N:23]=1. (2) Given the reactants NCCCN1C2C=CC=CC=2N=C1CN(C)[C@@H]1C2N=CC=CC=2CCC1.[CH3:27][N:28]([CH2:39][C:40]1[N:44]([CH2:45][CH:46]2CC[CH2:49][N:48]([CH3:52])[CH2:47]2)[C:43]2[CH:53]=[CH:54][CH:55]=[CH:56][C:42]=2[N:41]=1)[CH:29]1[C:38]2[N:37]=[CH:36][CH:35]=[CH:34][C:33]=2[CH2:32][CH2:31][CH2:30]1, predict the reaction product. The product is: [CH3:52][N:48]([CH3:49])[CH2:47][CH2:46][CH2:45][N:44]1[C:43]2[CH:53]=[CH:54][CH:55]=[CH:56][C:42]=2[N:41]=[C:40]1[CH2:39][N:28]([CH3:27])[C@@H:29]1[C:38]2[N:37]=[CH:36][CH:35]=[CH:34][C:33]=2[CH2:32][CH2:31][CH2:30]1. (3) Given the reactants [Cl:1][C:2]1[N:3]=[C:4]([N:11]2[CH2:16][CH2:15][O:14][CH2:13][CH2:12]2)[C:5]2[O:10][CH:9]=[CH:8][C:6]=2[N:7]=1.C([Li])CCC.[CH:22](=[O:24])[CH3:23], predict the reaction product. The product is: [Cl:1][C:2]1[N:3]=[C:4]([N:11]2[CH2:16][CH2:15][O:14][CH2:13][CH2:12]2)[C:5]2[O:10][C:9]([CH:22]([OH:24])[CH3:23])=[CH:8][C:6]=2[N:7]=1. (4) Given the reactants [F:1][C:2]1[CH:3]=[C:4]([CH2:9][C:10]([NH:12][C@H:13]([C:15]([OH:17])=O)[CH3:14])=[O:11])[CH:5]=[C:6]([F:8])[CH:7]=1.[NH2:18][C@@H:19]([CH2:24][CH2:25][C:26]1[CH:31]=[CH:30][CH:29]=[CH:28][CH:27]=1)[C:20]([O:22][CH3:23])=[O:21], predict the reaction product. The product is: [F:8][C:6]1[CH:5]=[C:4]([CH2:9][C:10]([NH:12][C@H:13]([C:15]([NH:18][C@@H:19]([CH2:24][CH2:25][C:26]2[CH:27]=[CH:28][CH:29]=[CH:30][CH:31]=2)[C:20]([O:22][CH3:23])=[O:21])=[O:17])[CH3:14])=[O:11])[CH:3]=[C:2]([F:1])[CH:7]=1.